The task is: Predict which catalyst facilitates the given reaction.. This data is from Catalyst prediction with 721,799 reactions and 888 catalyst types from USPTO. (1) Reactant: Cl[C:2]1[CH:12]=[CH:11][C:5]([C:6]([O:8][CH2:9][CH3:10])=[O:7])=[CH:4][N:3]=1.[N:13]1([C:19]([O:21][C:22]([CH3:25])([CH3:24])[CH3:23])=[O:20])[CH2:18][CH2:17][NH:16][CH2:15][CH2:14]1.C(N(CC)C(C)C)(C)C. Product: [CH2:9]([O:8][C:6]([C:5]1[CH:11]=[CH:12][C:2]([N:16]2[CH2:15][CH2:14][N:13]([C:19]([O:21][C:22]([CH3:25])([CH3:24])[CH3:23])=[O:20])[CH2:18][CH2:17]2)=[N:3][CH:4]=1)=[O:7])[CH3:10]. The catalyst class is: 57. (2) Reactant: [Cl:1][C:2]1[CH:3]=[C:4]([C@@H:12]([CH2:22][CH:23]2[CH2:27][CH2:26][CH2:25][CH2:24]2)[C:13]([NH:15][C:16]2[CH:20]=[CH:19][N:18]([CH3:21])[N:17]=2)=[O:14])[CH:5]=[CH:6][C:7]=1[S:8]([CH3:11])(=[O:10])=[O:9].C(Cl)(=O)C(Cl)=O.N1C(C)=CC=CC=1C.[Cl:42][C:43]1[CH:44]=[C:45]([CH:53]=[CH:54][C:55]=1[Cl:56])CN1C=CC(N)=N1. Product: [Cl:1][C:2]1[CH:3]=[C:4]([C@@H:12]([CH2:22][CH:23]2[CH2:24][CH2:25][CH2:26][CH2:27]2)[C:13]([NH:15][C:16]2[CH:20]=[CH:19][N:18]([CH2:21][C:53]3[CH:45]=[CH:44][C:43]([Cl:42])=[C:55]([Cl:56])[CH:54]=3)[N:17]=2)=[O:14])[CH:5]=[CH:6][C:7]=1[S:8]([CH3:11])(=[O:10])=[O:9]. The catalyst class is: 2. (3) Product: [CH2:20]([NH:19][C:11]1[CH:10]=[C:9]([NH:8][C:5]2[CH:4]=[CH:3][C:2]([NH:1][CH2:28][CH2:29][CH2:30][C:31]#[N:32])=[CH:7][CH:6]=2)[N:14]=[CH:13][C:12]=1[CH2:15][C:16]([NH2:18])=[O:17])[C:21]1[CH:22]=[CH:23][CH:24]=[CH:25][CH:26]=1. The catalyst class is: 6. Reactant: [NH2:1][C:2]1[CH:7]=[CH:6][C:5]([NH:8][C:9]2[N:14]=[CH:13][C:12]([CH2:15][C:16]([NH2:18])=[O:17])=[C:11]([NH:19][CH2:20][C:21]3[CH:26]=[CH:25][CH:24]=[CH:23][CH:22]=3)[CH:10]=2)=[CH:4][CH:3]=1.Br[CH2:28][CH2:29][CH2:30][C:31]#[N:32].CN(C)C=O.C(=O)(O)[O-].[Na+]. (4) The catalyst class is: 91. Reactant: [NH2:1][C:2]([CH3:26])([CH3:25])[C:3]([NH:5][C:6]1[N:10]=[C:9]([C:11]2[CH:16]=[CH:15][C:14]([F:17])=[CH:13][CH:12]=2)[N:8]([CH2:18][C:19]2[CH:24]=[CH:23][CH:22]=[CH:21][CH:20]=2)[N:7]=1)=[O:4].CN(C(ON1N=NC2C=CC=NC1=2)=[N+](C)C)C.F[P-](F)(F)(F)(F)F.[N:51]1[CH:56]=[CH:55][CH:54]=[CH:53][C:52]=1[C:57](O)=[O:58]. Product: [CH2:18]([N:8]1[C:9]([C:11]2[CH:16]=[CH:15][C:14]([F:17])=[CH:13][CH:12]=2)=[N:10][C:6]([NH:5][C:3]([C:2]([NH:1][C:57]([C:52]2[CH:53]=[CH:54][CH:55]=[CH:56][N:51]=2)=[O:58])([CH3:26])[CH3:25])=[O:4])=[N:7]1)[C:19]1[CH:24]=[CH:23][CH:22]=[CH:21][CH:20]=1. (5) Product: [NH2:9][C:6]1[CH:5]=[CH:4][C:3]([OH:12])=[C:2]([CH3:1])[C:7]=1[CH3:8]. Reactant: [CH3:1][C:2]1[C:7]([CH3:8])=[C:6]([N+:9]([O-])=O)[CH:5]=[CH:4][C:3]=1[OH:12]. The catalyst class is: 14. (6) Reactant: [CH2:1]([O:8][C:9]1[CH:10]=[C:11]2[C:15](=[CH:16][CH:17]=1)[NH:14][CH:13]=[CH:12]2)[C:2]1[CH:7]=[CH:6][CH:5]=[CH:4][CH:3]=1.[H-].[Na+].[CH3:20]I. Product: [CH2:1]([O:8][C:9]1[CH:10]=[C:11]2[C:15](=[CH:16][CH:17]=1)[N:14]([CH3:20])[CH:13]=[CH:12]2)[C:2]1[CH:3]=[CH:4][CH:5]=[CH:6][CH:7]=1. The catalyst class is: 18. (7) Reactant: [I:1][C:2]1[C:6]2=[N:7][CH:8]=[CH:9][CH:10]=[C:5]2[NH:4][N:3]=1.[H-].[Na+].[Cl:13][C:14]1[CH:22]=[CH:21][CH:20]=[C:19]([CH:23]2[CH2:26][CH2:25][CH2:24]2)[C:15]=1[C:16](Cl)=[O:17].O. Product: [Cl:13][C:14]1[CH:22]=[CH:21][CH:20]=[C:19]([CH:23]2[CH2:26][CH2:25][CH2:24]2)[C:15]=1[C:16]([N:4]1[C:5]2[C:6](=[N:7][CH:8]=[CH:9][CH:10]=2)[C:2]([I:1])=[N:3]1)=[O:17]. The catalyst class is: 1. (8) Reactant: C(OC([N:8]1[CH2:13][CH2:12][CH:11]([C:14]2[NH:15][C:16]3[C:21]([CH:22]=2)=[CH:20][C:19]([C:23]2[CH:28]=[CH:27][C:26]([O:29][CH3:30])=[C:25]([O:31][CH3:32])[CH:24]=2)=[CH:18][CH:17]=3)[CH2:10][CH2:9]1)=O)(C)(C)C.ClCCl.Cl. Product: [CH3:32][O:31][C:25]1[CH:24]=[C:23]([C:19]2[CH:20]=[C:21]3[C:16](=[CH:17][CH:18]=2)[NH:15][C:14]([CH:11]2[CH2:12][CH2:13][NH:8][CH2:9][CH2:10]2)=[CH:22]3)[CH:28]=[CH:27][C:26]=1[O:29][CH3:30]. The catalyst class is: 27. (9) Reactant: [CH3:1][O:2][C:3]1[CH:4]=[CH:5][C:6]2[N:12]3[C:13](=[O:18])[CH2:14][NH:15][C:16](=[O:17])[CH:11]3[CH2:10][CH2:9][CH2:8][C:7]=2[CH:19]=1.[H-].[Na+].[CH2:22](Br)[C:23]1[CH:28]=[CH:27][CH:26]=[CH:25][CH:24]=1. Product: [CH2:22]([N:15]1[CH2:14][C:13](=[O:18])[N:12]2[C:6]3[CH:5]=[CH:4][C:3]([O:2][CH3:1])=[CH:19][C:7]=3[CH2:8][CH2:9][CH2:10][CH:11]2[C:16]1=[O:17])[C:23]1[CH:28]=[CH:27][CH:26]=[CH:25][CH:24]=1. The catalyst class is: 3. (10) Reactant: [Br:1][C:2]1[CH:7]=[CH:6][C:5](/[CH:8]=[CH:9]/[C:10](OCC)=[O:11])=[CH:4][CH:3]=1.CC(C[AlH]CC(C)C)C.CO. Product: [Br:1][C:2]1[CH:3]=[CH:4][C:5](/[CH:8]=[CH:9]/[CH2:10][OH:11])=[CH:6][CH:7]=1. The catalyst class is: 1.